Dataset: Full USPTO retrosynthesis dataset with 1.9M reactions from patents (1976-2016). Task: Predict the reactants needed to synthesize the given product. (1) Given the product [C:1]1([NH:11][C:12](=[O:18])[CH2:13][CH2:14][C:15]([OH:17])=[O:16])[C:10]2[C:5](=[CH:6][CH:7]=[CH:8][CH:9]=2)[CH:4]=[CH:3][CH:2]=1, predict the reactants needed to synthesize it. The reactants are: [C:1]1([NH2:11])[C:10]2[C:5](=[CH:6][CH:7]=[CH:8][CH:9]=2)[CH:4]=[CH:3][CH:2]=1.[C:12]1(=[O:18])[O:17][C:15](=[O:16])[CH2:14][CH2:13]1. (2) Given the product [C:48]([O:35][CH2:33][C@H:18]1[CH2:19][NH:20][CH2:21][CH2:22][N:17]1[C:15]([C:13]1[N:12]=[C:11]([C:37]2[CH:42]=[CH:41][C:40]([CH3:43])=[CH:39][CH:38]=2)[N:10]([C:6]2[CH:7]=[CH:8][CH:9]=[C:4]([O:3][CH2:1][CH3:2])[CH:5]=2)[CH:14]=1)=[O:16])(=[O:49])[CH3:47], predict the reactants needed to synthesize it. The reactants are: [CH2:1]([O:3][C:4]1[CH:5]=[C:6]([N:10]2[CH:14]=[C:13]([C:15]([N:17]3[CH2:22][CH2:21][N:20](C(OCC4C=CC=CC=4)=O)[CH2:19][C@@H:18]3[C:33]([O:35]C)=O)=[O:16])[N:12]=[C:11]2[C:37]2[CH:42]=[CH:41][C:40]([CH3:43])=[CH:39][CH:38]=2)[CH:7]=[CH:8][CH:9]=1)[CH3:2].CC([CH:47]1NC(=O)C(CCSC)NC(=O)C(NC(C(NC(C(NC(C(NC(C(N)CC(O)=O)=O)C(O)C)=O)CCSC)=O)CCCNC(N)=N)=O)CSSCC(C(NC(C(NC(C(NC(C(O)=O)C(C)C)=O)CCC(O)=O)=O)CC2C3C(=CC=CC=3)NC=2)=O)NC(=O)C2N(CCC2)C(=O)C(CCCNC(N)=N)NC(=O)C(CC2C=CC(O)=CC=2)NC(=O)C(C(C)C)NC(=O)C(CCCNC(N)=N)NC(=O)CN[C:48]1=[O:49])C.CN1C=CN=C1.CS(Cl)(=O)=O.C[C@@]1(C([O-])=O)NCCN(C(OCC2C=CC=CC=2)=O)C1. (3) Given the product [CH2:32]1[CH2:31][NH:30][CH2:29][CH2:28][C:27]2[O:40][C:22]3[CH:21]=[C:20]([N:3]4[CH:4]=[CH:5][C:6]([O:8][CH2:9][C:10]5[CH:11]=[N:12][C:13]([C:16]([F:18])([F:17])[F:19])=[CH:14][CH:15]=5)=[CH:7][C:2]4=[O:1])[CH:25]=[CH:24][C:23]=3[C:26]1=2, predict the reactants needed to synthesize it. The reactants are: [O:1]=[C:2]1[CH:7]=[C:6]([O:8][CH2:9][C:10]2[CH:11]=[N:12][C:13]([C:16]([F:19])([F:18])[F:17])=[CH:14][CH:15]=2)[CH:5]=[CH:4][N:3]1[C:20]1[CH:25]=[CH:24][C:23]2[C:26]3[CH2:32][CH2:31][N:30](C(OC(C)(C)C)=O)[CH2:29][CH2:28][C:27]=3[O:40][C:22]=2[CH:21]=1.Cl.C([O-])(O)=O.[Na+]. (4) Given the product [CH3:29][O:28][C:23]1[CH:24]=[C:25]([O:26][CH3:27])[C:20]([O:19][CH3:18])=[C:21]([O:12][CH3:13])[C:22]=1[O:4][CH3:1], predict the reactants needed to synthesize it. The reactants are: [C:1](=[O:4])([O-])[O-].[K+].[K+].S([O:12][CH3:13])(OC)(=O)=O.CC(C)=O.[CH3:18][O:19][C:20]1[C:25]([O:26][CH3:27])=[CH:24][C:23]([O:28][CH3:29])=[C:22](O)[C:21]=1O. (5) The reactants are: [Cl:1][C:2]1[CH:7]=[CH:6][C:5]([C:8]2([OH:19])[CH2:13][CH2:12][NH:11][CH2:10][C:9]2([CH2:15][O:16][CH2:17][CH3:18])[CH3:14])=[CH:4][CH:3]=1.C([O-])([O-])=O.[K+].[K+].Br[CH2:27][CH2:28][CH:29]=[C:30]1[C:36]2[CH:37]=[CH:38][CH:39]=[N:40][C:35]=2[CH2:34][O:33][C:32]2[CH:41]=[CH:42][C:43]([C:45]([OH:48])([CH3:47])[CH3:46])=[CH:44][C:31]1=2. Given the product [Cl:1][C:2]1[CH:7]=[CH:6][C:5]([C:8]2([OH:19])[CH2:13][CH2:12][N:11]([CH2:27][CH2:28][CH:29]=[C:30]3[C:36]4[CH:37]=[CH:38][CH:39]=[N:40][C:35]=4[CH2:34][O:33][C:32]4[CH:41]=[CH:42][C:43]([C:45]([OH:48])([CH3:47])[CH3:46])=[CH:44][C:31]3=4)[CH2:10][C:9]2([CH2:15][O:16][CH2:17][CH3:18])[CH3:14])=[CH:4][CH:3]=1, predict the reactants needed to synthesize it. (6) Given the product [CH3:31][C:26]1([CH3:32])[C:27]([CH3:30])([CH3:29])[O:28][B:24]([C:9]2[CH2:10][CH2:11][CH2:12][N:13]([C:15]([O:17][C:18]([CH3:21])([CH3:20])[CH3:19])=[O:16])[CH:14]=2)[O:25]1, predict the reactants needed to synthesize it. The reactants are: N#N.FC(F)(F)S(O[C:9]1[CH2:10][CH2:11][CH2:12][N:13]([C:15]([O:17][C:18]([CH3:21])([CH3:20])[CH3:19])=[O:16])[CH:14]=1)(=O)=O.[B:24]1([B:24]2[O:28][C:27]([CH3:30])([CH3:29])[C:26]([CH3:32])([CH3:31])[O:25]2)[O:28][C:27]([CH3:30])([CH3:29])[C:26]([CH3:32])([CH3:31])[O:25]1.C([O-])(=O)C.[K+]. (7) Given the product [NH:15]1[C:16]2[CH2:21][CH2:20][NH:19][CH2:18][C:17]=2[N:32]=[C:14]1[CH:12]([C:10]1[NH:9][C:8]2[CH:33]=[CH:34][C:5]([NH:1][C:2]([NH2:4])=[NH:3])=[CH:6][C:7]=2[N:11]=1)[CH3:13], predict the reactants needed to synthesize it. The reactants are: [NH:1]([C:5]1[CH:34]=[CH:33][C:8]2[NH:9][C:10]([CH:12]([C:14]3[NH:15][C:16]4[CH2:21][CH2:20][N:19](C(OCC5C=CC=CC=5)=O)[CH2:18][C:17]=4[N:32]=3)[CH3:13])=[N:11][C:7]=2[CH:6]=1)[C:2]([NH2:4])=[NH:3].O1CCCC1. (8) Given the product [Cl:8][C:9]1[CH:14]=[CH:13][C:12]2[O:15][C:2]([SH:3])=[N:16][C:11]=2[CH:10]=1, predict the reactants needed to synthesize it. The reactants are: O(CC)[C:2]([S-])=[S:3].[K+].[Cl:8][C:9]1[CH:14]=[CH:13][C:12]([OH:15])=[C:11]([NH2:16])[CH:10]=1. (9) Given the product [CH3:19][O:2][C:1]([C:4]1[CH:13]=[CH:12][C:7]2[O:8][C:9]([CH3:11])=[CH:10][C:6]=2[CH:5]=1)=[O:3], predict the reactants needed to synthesize it. The reactants are: [C:1]([C:4]1[CH:13]=[CH:12][C:7]2[O:8][C:9]([CH3:11])=[CH:10][C:6]=2[CH:5]=1)([OH:3])=[O:2].S(=O)(=O)(O)O.[C:19](=O)([O-])O.[Na+]. (10) Given the product [Si:19]([O:18][CH2:17][CH2:16][N:6]1[CH:5]=[C:4]([N+:1]([O-:3])=[O:2])[CH:8]=[N:7]1)([C:22]([CH3:25])([CH3:24])[CH3:23])([CH3:21])[CH3:20], predict the reactants needed to synthesize it. The reactants are: [N+:1]([C:4]1[CH:5]=[N:6][NH:7][CH:8]=1)([O-:3])=[O:2].C([O-])([O-])=O.[Cs+].[Cs+].Br[CH2:16][CH2:17][O:18][Si:19]([C:22]([CH3:25])([CH3:24])[CH3:23])([CH3:21])[CH3:20].